Dataset: Forward reaction prediction with 1.9M reactions from USPTO patents (1976-2016). Task: Predict the product of the given reaction. Given the reactants [N+:1]([C:4]1[CH:8]=[CH:7][N:6]([CH2:9][CH2:10][CH2:11][CH3:12])[N:5]=1)([O-])=O.CO.[H][H], predict the reaction product. The product is: [CH2:9]([N:6]1[CH:7]=[CH:8][C:4]([NH2:1])=[N:5]1)[CH2:10][CH2:11][CH3:12].